From a dataset of Catalyst prediction with 721,799 reactions and 888 catalyst types from USPTO. Predict which catalyst facilitates the given reaction. (1) Reactant: Cl.[OH:2][C@H:3]1[CH2:8][CH2:7][C@H:6]([NH:9][C:10]2[CH:18]=[C:17]([N:19]3[C:23]4=[N:24][CH:25]=[CH:26][C:27]([C:28]5[CH:29]=[C:30]6[CH:36]=[CH:35][N:34](COCC[Si](C)(C)C)[C:31]6=[N:32][CH:33]=5)=[C:22]4[C:21]([CH:45]([CH3:47])[CH3:46])=[N:20]3)[CH:16]=[CH:15][C:11]=2[C:12]([NH2:14])=[O:13])[CH2:5][CH2:4]1.[OH-].[Na+]. Product: [OH:2][C@H:3]1[CH2:4][CH2:5][C@H:6]([NH:9][C:10]2[CH:18]=[C:17]([N:19]3[C:23]4=[N:24][CH:25]=[CH:26][C:27]([C:28]5[CH:29]=[C:30]6[CH:36]=[CH:35][NH:34][C:31]6=[N:32][CH:33]=5)=[C:22]4[C:21]([CH:45]([CH3:47])[CH3:46])=[N:20]3)[CH:16]=[CH:15][C:11]=2[C:12]([NH2:14])=[O:13])[CH2:7][CH2:8]1. The catalyst class is: 90. (2) Reactant: O=P(Cl)(Cl)Cl.CN([CH:9]=[O:10])C.[CH3:11][C:12]1[S:13][CH:14]=[CH:15][C:16]=1[C:17]1[CH:22]=[CH:21][CH:20]=[CH:19][CH:18]=1.C([O-])(=O)C.[Na+]. Product: [CH:9]([C:14]1[S:13][C:12]([CH3:11])=[C:16]([C:17]2[CH:22]=[CH:21][CH:20]=[CH:19][CH:18]=2)[CH:15]=1)=[O:10]. The catalyst class is: 6.